This data is from Cav3 T-type calcium channel HTS with 100,875 compounds. The task is: Binary Classification. Given a drug SMILES string, predict its activity (active/inactive) in a high-throughput screening assay against a specified biological target. (1) The molecule is O=C(N(CC(C)C)Cc1cc2c([nH]c1=O)cccc2)c1cccnc1. The result is 0 (inactive). (2) The molecule is s1c(C(=O)N(CC(=O)NC2CCCC2)c2c(ccc(c2)C)C)cc2c1nc1c(c2)cccc1C. The result is 0 (inactive). (3) The compound is S1C2(N(C(=O)CC1)c1ccc(cc1)C)c1c(NC2=O)cccc1. The result is 0 (inactive). (4) The molecule is Clc1c(OC(C(=O)Nc2cccnc2)C)ccc(Cl)c1. The result is 0 (inactive). (5) The molecule is ClC(Cl)(Cl)P(=O)(N1CCCCC1)N1CCCCC1. The result is 0 (inactive). (6) The compound is S(=O)(=O)(N1CCN(CC1)C(=O)CN1C(=O)C(NC1=O)CC(C)C)c1cc2c(cc1)cccc2. The result is 0 (inactive).